From a dataset of Reaction yield outcomes from USPTO patents with 853,638 reactions. Predict the reaction yield, written as a fraction of the theoretical maximum amount of product (1.0 means a 100% yield; for example, 0.34 means a 34% yield). (1) The reactants are [CH3:1][C:2]1[C:6]([C:7]2[C:8]([O:29][CH3:30])=[CH:9][C:10]3[C:11]4[N:19]([C@@H:20]([C:22]5[CH:27]=[CH:26][CH:25]=[CH:24][CH:23]=5)[CH3:21])[C:18](=O)[NH:17][C:12]=4[CH:13]=[N:14][C:15]=3[CH:16]=2)=[C:5]([CH3:31])[O:4][N:3]=1.O=P(Cl)(Cl)Cl.[NH:37]1[CH2:42][CH2:41][O:40][CH2:39][CH2:38]1. The catalyst is CN1C(=O)CCC1.CS(C)=O. The product is [CH3:1][C:2]1[C:6]([C:7]2[C:8]([O:29][CH3:30])=[CH:9][C:10]3[C:11]4[N:19]([C@@H:20]([C:22]5[CH:23]=[CH:24][CH:25]=[CH:26][CH:27]=5)[CH3:21])[C:18]([N:37]5[CH2:42][CH2:41][O:40][CH2:39][CH2:38]5)=[N:17][C:12]=4[CH:13]=[N:14][C:15]=3[CH:16]=2)=[C:5]([CH3:31])[O:4][N:3]=1. The yield is 0.00750. (2) The reactants are [Si]([O:8][C@H:9]([CH3:39])[C@H:10]([C:22]1[O:26][C:25]([C:27]2[CH:32]=[CH:31][C:30]([NH:33][C:34](=[O:38])[CH2:35][CH2:36][CH3:37])=[CH:29][CH:28]=2)=[N:24][N:23]=1)[NH:11][C:12]1[CH:17]=[CH:16][C:15]([C:18]#[N:19])=[C:14]([Cl:20])[C:13]=1[CH3:21])(C(C)(C)C)(C)C.CCCC[N+](CCCC)(CCCC)CCCC.[F-]. The catalyst is C1COCC1. The product is [Cl:20][C:14]1[C:13]([CH3:21])=[C:12]([NH:11][C@@H:10]([C:22]2[O:26][C:25]([C:27]3[CH:28]=[CH:29][C:30]([NH:33][C:34](=[O:38])[CH2:35][CH2:36][CH3:37])=[CH:31][CH:32]=3)=[N:24][N:23]=2)[C@H:9]([OH:8])[CH3:39])[CH:17]=[CH:16][C:15]=1[C:18]#[N:19]. The yield is 0.970.